From a dataset of Catalyst prediction with 721,799 reactions and 888 catalyst types from USPTO. Predict which catalyst facilitates the given reaction. (1) Reactant: [F:1][C:2]1[CH:7]=[CH:6][C:5]([C:8]2[N:9]=[C:10]3[CH:15]=[C:14]([CH:16]4[CH2:21][CH2:20][N:19]([C:22]([O:24][CH2:25][C:26]5[CH:31]=[CH:30][CH:29]=[CH:28][CH:27]=5)=[O:23])[CH2:18][CH2:17]4)[CH:13]=[CH:12][N:11]3[CH:32]=2)=[CH:4][CH:3]=1.[CH3:33][C:34](OCC1C2C(=CC=CC=2)C(COC(C)=O)=C2C=1C=CC=C2)=[O:35]. Product: [C:34]([C:32]1[N:11]2[CH:12]=[CH:13][C:14]([CH:16]3[CH2:21][CH2:20][N:19]([C:22]([O:24][CH2:25][C:26]4[CH:31]=[CH:30][CH:29]=[CH:28][CH:27]=4)=[O:23])[CH2:18][CH2:17]3)=[CH:15][C:10]2=[N:9][C:8]=1[C:5]1[CH:6]=[CH:7][C:2]([F:1])=[CH:3][CH:4]=1)(=[O:35])[CH3:33]. The catalyst class is: 65. (2) Reactant: [CH:1]1([C:4]([NH:6][C:7]2[S:8][C:9]3[CH:15]=[C:14]([O:16][S:17]([C:20]4[CH:25]=[CH:24][C:23](F)=[CH:22][CH:21]=4)(=[O:19])=[O:18])[CH:13]=[CH:12][C:10]=3[N:11]=2)=[O:5])[CH2:3][CH2:2]1.[CH3:27][NH2:28]. Product: [CH:1]1([C:4]([NH:6][C:7]2[S:8][C:9]3[CH:15]=[C:14]([O:16][S:17]([C:20]4[CH:25]=[CH:24][C:23]([NH:28][CH3:27])=[CH:22][CH:21]=4)(=[O:19])=[O:18])[CH:13]=[CH:12][C:10]=3[N:11]=2)=[O:5])[CH2:3][CH2:2]1. The catalyst class is: 37. (3) Reactant: [CH2:1]([O:8][C:9]1[C:13]([CH2:14][CH2:15][C:16](OCC)=[O:17])=[CH:12][N:11]([C:21]2[CH:26]=[CH:25][C:24]([C:27]([F:30])([F:29])[F:28])=[CH:23][N:22]=2)[N:10]=1)[C:2]1[CH:7]=[CH:6][CH:5]=[CH:4][CH:3]=1.[H-].C([Al+]CC(C)C)C(C)C.Cl. Product: [CH2:1]([O:8][C:9]1[C:13]([CH2:14][CH2:15][CH2:16][OH:17])=[CH:12][N:11]([C:21]2[CH:26]=[CH:25][C:24]([C:27]([F:28])([F:30])[F:29])=[CH:23][N:22]=2)[N:10]=1)[C:2]1[CH:7]=[CH:6][CH:5]=[CH:4][CH:3]=1. The catalyst class is: 188. (4) Reactant: [OH:1][C@:2]([C:26]1[CH:31]=[CH:30][CH:29]=[C:28]([OH:32])[CH:27]=1)([C:20]1[CH:25]=[CH:24][CH:23]=[CH:22][CH:21]=1)[C:3]([O:5][CH2:6][CH:7]1[CH2:12][CH2:11][N:10]([CH2:13][C:14]2[CH:19]=[CH:18][CH:17]=[CH:16][CH:15]=2)[CH2:9][CH2:8]1)=[O:4].C(=O)([O-])[O-].[K+].[K+].Br[CH2:40][C:41]1[CH:53]=[CH:52][C:44]([C:45]([O:47][C:48]([CH3:51])([CH3:50])[CH3:49])=[O:46])=[CH:43][CH:42]=1. Product: [CH2:13]([N:10]1[CH2:9][CH2:8][CH:7]([CH2:6][O:5][C:3](=[O:4])[C@:2]([C:26]2[CH:27]=[C:28]([CH:29]=[CH:30][CH:31]=2)[O:32][CH2:40][C:41]2[CH:53]=[CH:52][C:44]([C:45]([O:47][C:48]([CH3:49])([CH3:51])[CH3:50])=[O:46])=[CH:43][CH:42]=2)([OH:1])[C:20]2[CH:21]=[CH:22][CH:23]=[CH:24][CH:25]=2)[CH2:12][CH2:11]1)[C:14]1[CH:19]=[CH:18][CH:17]=[CH:16][CH:15]=1. The catalyst class is: 39. (5) Reactant: [N+:1]([C:4]1[C:9]2[CH:10]=[CH:11][O:12][C:8]=2[C:7]([CH2:13][C:14]#[N:15])=[CH:6][CH:5]=1)([O-])=O.[C:16](OC(=O)C)(=[O:18])[CH3:17].O1CCCC1. Product: [C:14]([CH2:13][C:7]1[C:8]2[O:12][CH:11]=[CH:10][C:9]=2[C:4]([NH:1][C:16](=[O:18])[CH3:17])=[CH:5][CH:6]=1)#[N:15]. The catalyst class is: 153. (6) Reactant: [NH:1]=[C:2]([C:14]1[CH:19]=[CH:18][CH:17]=[CH:16][CH:15]=1)[C:3]1[CH:8]=[C:7]([O:9][CH3:10])[C:6]([O:11][CH3:12])=[CH:5][C:4]=1[NH2:13].Cl.[CH2:21]([O:23]C(=O)CN)[CH3:22]. Product: [CH3:10][O:9][C:7]1[C:6]([O:11][CH3:12])=[CH:5][C:4]2[NH:13][C:21](=[O:23])[CH2:22][N:1]=[C:2]([C:14]3[CH:19]=[CH:18][CH:17]=[CH:16][CH:15]=3)[C:3]=2[CH:8]=1. The catalyst class is: 17. (7) Reactant: [Cl:1][C:2]1[CH:7]=[CH:6][C:5]([C:8]2[CH:13]=[CH:12][CH:11]=[C:10]([F:14])[CH:9]=2)=[CH:4][C:3]=1[CH2:15][NH:16][C:17]1[C:18]([F:25])=[C:19]([OH:24])[CH:20]=[CH:21][C:22]=1[F:23].C([O-])([O-])=O.[Cs+].[Cs+].[CH2:32]([O:34][C:35](=[O:38])[CH2:36]Br)[CH3:33].O. Product: [Cl:1][C:2]1[CH:7]=[CH:6][C:5]([C:8]2[CH:13]=[CH:12][CH:11]=[C:10]([F:14])[CH:9]=2)=[CH:4][C:3]=1[CH2:15][NH:16][C:17]1[C:18]([F:25])=[C:19]([CH:20]=[CH:21][C:22]=1[F:23])[O:24][CH2:36][C:35]([O:34][CH2:32][CH3:33])=[O:38]. The catalyst class is: 3. (8) Reactant: [CH:1]1([CH2:7][C:8]([OH:32])([CH3:31])[CH2:9]/[CH:10]=[CH:11]/[C@H:12]2[CH2:16][CH2:15][C@H:14]([OH:17])[C@@H:13]2[CH2:18][CH2:19][S:20][C:21]2[S:22][CH:23]=[C:24]([C:26]([O:28][CH2:29][CH3:30])=[O:27])[N:25]=2)[CH2:6][CH2:5][CH2:4][CH2:3][CH2:2]1.C(OCC)(=O)C.C(N(C(C)C)CC)(C)C.O. Product: [CH:1]1([CH2:7][C:8]([OH:32])([CH3:31])[CH2:9]/[CH:10]=[CH:11]/[C@H:12]2[CH2:16][CH2:15][C:14](=[O:17])[C@@H:13]2[CH2:18][CH2:19][S:20][C:21]2[S:22][CH:23]=[C:24]([C:26]([O:28][CH2:29][CH3:30])=[O:27])[N:25]=2)[CH2:2][CH2:3][CH2:4][CH2:5][CH2:6]1. The catalyst class is: 16. (9) Reactant: [CH2:1]([N:3]([CH:28]1[CH2:33][CH2:32][O:31][CH2:30][CH2:29]1)[C:4]1[C:19]2[CH2:18][CH:17]=[CH:16][CH2:15][CH:14]([CH3:20])[C:13]3[CH:21]=[C:22]([CH3:26])[NH:23][C:24](=[O:25])[C:12]=3[CH2:11][NH:10][C:9](=[O:27])[C:8]=2[CH:7]=[CH:6][CH:5]=1)[CH3:2]. Product: [CH2:1]([N:3]([CH:28]1[CH2:33][CH2:32][O:31][CH2:30][CH2:29]1)[C:4]1[C:19]2[CH2:18][CH2:17][CH2:16][CH2:15][CH:14]([CH3:20])[C:13]3[CH:21]=[C:22]([CH3:26])[NH:23][C:24](=[O:25])[C:12]=3[CH2:11][NH:10][C:9](=[O:27])[C:8]=2[CH:7]=[CH:6][CH:5]=1)[CH3:2]. The catalyst class is: 19.